Dataset: Forward reaction prediction with 1.9M reactions from USPTO patents (1976-2016). Task: Predict the product of the given reaction. (1) Given the reactants [CH3:1][O:2][C:3]1[CH:4]=[CH:5][C:6]([O:12][CH2:13][CH:14]2[CH2:16][O:15]2)=[C:7](C(=O)C)[CH:8]=1.C1C=C(Cl)C=[C:19]([C:24]([O:26]O)=[O:25])C=1, predict the reaction product. The product is: [C:24]([O:26][C:7]1[CH:8]=[C:3]([O:2][CH3:1])[CH:4]=[CH:5][C:6]=1[O:12][CH2:13][CH:14]1[CH2:16][O:15]1)(=[O:25])[CH3:19]. (2) The product is: [F:1][C:2]1[CH:3]=[CH:4][C:5]([C:8]2[N:9]=[N:10][N:11]([CH2:13][C@@H:14]([NH2:16])[CH3:15])[N:12]=2)=[CH:6][CH:7]=1. Given the reactants [F:1][C:2]1[CH:7]=[CH:6][C:5]([C:8]2[N:9]=[N:10][N:11]([CH2:13][C@@H:14]([NH:16]C(=O)OC(C)(C)C)[CH3:15])[N:12]=2)=[CH:4][CH:3]=1.Cl.O1CCOCC1, predict the reaction product.